From a dataset of Reaction yield outcomes from USPTO patents with 853,638 reactions. Predict the reaction yield, written as a fraction of the theoretical maximum amount of product (1.0 means a 100% yield; for example, 0.34 means a 34% yield). (1) The reactants are [Cl:1][C:2]1[N:7]=[C:6]([NH:8][CH2:9][C:10]2[CH:11]=[C:12]3[C:17](=[CH:18][CH:19]=2)[N:16]=[CH:15][CH:14]=[CH:13]3)[C:5]([NH2:20])=[CH:4][CH:3]=1.[C:21](=O)(O)[O-].[Na+]. The catalyst is C(O)=O. The product is [Cl:1][C:2]1[N:7]=[C:6]2[N:8]([CH2:9][C:10]3[CH:11]=[C:12]4[C:17](=[CH:18][CH:19]=3)[N:16]=[CH:15][CH:14]=[CH:13]4)[CH:21]=[N:20][C:5]2=[CH:4][CH:3]=1. The yield is 0.970. (2) The reactants are [C:1](=[O:39])([O:9][CH:10]([CH2:21][CH2:22][CH2:23][CH2:24][CH2:25][CH2:26][CH2:27]/[CH:28]=[CH:29]\[CH2:30][C@H:31]([OH:38])[CH2:32][CH2:33][CH2:34][CH2:35][CH2:36][CH3:37])[CH2:11][CH2:12][CH2:13][CH2:14][CH2:15][CH2:16][CH2:17][CH2:18][CH2:19][CH3:20])[O:2][CH2:3][CH2:4][CH2:5][N:6]([CH3:8])[CH3:7].O.C1(C)C=CC(S(O)(=O)=O)=CC=1.[O:52]1[CH:56]=[CH:55][CH2:54][CH2:53]1. The catalyst is ClCCl. The product is [C:1](=[O:39])([O:9][CH:10]([CH2:21][CH2:22][CH2:23][CH2:24][CH2:25][CH2:26][CH2:27]/[CH:28]=[CH:29]\[CH2:30][C@H:31]([O:38][CH:53]1[CH2:54][CH2:55][CH2:56][O:52]1)[CH2:32][CH2:33][CH2:34][CH2:35][CH2:36][CH3:37])[CH2:11][CH2:12][CH2:13][CH2:14][CH2:15][CH2:16][CH2:17][CH2:18][CH2:19][CH3:20])[O:2][CH2:3][CH2:4][CH2:5][N:6]([CH3:8])[CH3:7]. The yield is 0.530. (3) The reactants are [F:1][C:2]1[CH:7]=[CH:6][C:5]([CH:8]2[CH2:13][CH2:12][N:11]([C:14]([C:16]3[CH:17]=[N:18][C:19]4[N:20]([N:30]=[CH:31][C:32]=4[C:33](O)=[O:34])[C:21]=3[NH:22][C:23]3[CH:28]=[CH:27][CH:26]=[C:25]([CH3:29])[CH:24]=3)=[O:15])[CH2:10][CH2:9]2)=[CH:4][CH:3]=1.[CH2:36]([S:38]([NH2:41])(=[O:40])=[O:39])[CH3:37]. No catalyst specified. The product is [F:1][C:2]1[CH:7]=[CH:6][C:5]([CH:8]2[CH2:13][CH2:12][N:11]([C:14]([C:16]3[CH:17]=[N:18][C:19]4[N:20]([N:30]=[CH:31][C:32]=4[C:33]([NH:41][S:38]([CH2:36][CH3:37])(=[O:40])=[O:39])=[O:34])[C:21]=3[NH:22][C:23]3[CH:28]=[CH:27][CH:26]=[C:25]([CH3:29])[CH:24]=3)=[O:15])[CH2:10][CH2:9]2)=[CH:4][CH:3]=1. The yield is 0.370. (4) The reactants are [Cl:1][C:2]1[C:7]([F:8])=[CH:6][C:5]([OH:9])=[C:4](I)[CH:3]=1.CC1(C)C(C)(C)OB([C:19]2[CH:20]=[N:21][N:22]([C:24]([O:26][C:27]([CH3:30])([CH3:29])[CH3:28])=[O:25])[CH:23]=2)O1. No catalyst specified. The product is [Cl:1][C:2]1[C:7]([F:8])=[CH:6][C:5]([OH:9])=[C:4]([C:19]2[CH:20]=[N:21][N:22]([C:24]([O:26][C:27]([CH3:30])([CH3:29])[CH3:28])=[O:25])[CH:23]=2)[CH:3]=1. The yield is 0.380. (5) The reactants are [CH2:1]([C:3]1[CH:4]=[CH:5][CH:6]=[C:7]2[C:12]=1[N:11]=[C:10]([C:13]1([C:16]3[CH:21]=[CH:20][CH:19]=[CH:18][CH:17]=3)[CH2:15][CH2:14]1)[C:9]([OH:22])=[C:8]2[C:23]([OH:25])=[O:24])[CH3:2].N1[C:36]2[C:31](=CC=CC=2)C(=O)C1=O.C(OCC(C1(C2C=CC([Cl:53])=CC=2)CC1)=O)(=O)C. No catalyst specified. The product is [Cl:53][C:19]1[CH:18]=[CH:17][C:16]([C:13]2([C:10]3[C:9]([OH:22])=[C:8]([C:23]([OH:25])=[O:24])[C:7]4[C:12](=[C:3]5[CH2:1][CH2:2][CH2:31][CH2:36][C:4]5=[CH:5][CH:6]=4)[N:11]=3)[CH2:14][CH2:15]2)=[CH:21][CH:20]=1. The yield is 0.106. (6) The reactants are [NH2:1][C:2]1[CH:7]=[CH:6][CH:5]=[CH:4][C:3]=1[OH:8].C(=O)([O-])[O-].[K+].[K+].Br[CH2:16][CH2:17]Br. The catalyst is CN(C=O)C. The product is [O:8]1[CH2:17][CH2:16][NH:1][C:2]2[CH:7]=[CH:6][CH:5]=[CH:4][C:3]1=2. The yield is 0.650.